Regression. Given a peptide amino acid sequence and an MHC pseudo amino acid sequence, predict their binding affinity value. This is MHC class II binding data. From a dataset of Peptide-MHC class II binding affinity with 134,281 pairs from IEDB. (1) The peptide sequence is PKDMTYRRLISMMGF. The MHC is DRB1_0701 with pseudo-sequence DRB1_0701. The binding affinity (normalized) is 0.586. (2) The peptide sequence is VNTLRFLVKNAGYLV. The MHC is DRB1_0405 with pseudo-sequence DRB1_0405. The binding affinity (normalized) is 0.690. (3) The peptide sequence is SQDLELSSNLNGLQAY. The MHC is DRB1_1302 with pseudo-sequence DRB1_1302. The binding affinity (normalized) is 0.448. (4) The peptide sequence is LEVLNFDFQANAQLS. The MHC is DRB1_1201 with pseudo-sequence DRB1_1201. The binding affinity (normalized) is 0.343. (5) The peptide sequence is GSPGAGKSVATNLIGRSLAE. The MHC is DRB1_0401 with pseudo-sequence DRB1_0401. The binding affinity (normalized) is 0.0678.